Predict the reaction yield, written as a fraction of the theoretical maximum amount of product (1.0 means a 100% yield; for example, 0.34 means a 34% yield). From a dataset of Reaction yield outcomes from USPTO patents with 853,638 reactions. (1) The reactants are Cl[C:2](OC(Cl)(Cl)Cl)=[O:3].[NH2:9][C:10]1[CH:18]=[CH:17][C:16]([CH3:19])=[CH:15][C:11]=1[C:12]([OH:14])=[O:13]. The catalyst is O1CCOCC1. The product is [CH3:19][C:16]1[CH:17]=[CH:18][C:10]2[NH:9][C:2](=[O:3])[O:13][C:12](=[O:14])[C:11]=2[CH:15]=1. The yield is 0.940. (2) The reactants are [Cl:1][C:2]1[CH:19]=[CH:18][C:17]([C:20]2[CH:25]=[CH:24][CH:23]=[C:22]([F:26])[CH:21]=2)=[CH:16][C:3]=1[C:4]([NH:6][C:7]1[C:12]([F:13])=[CH:11][CH:10]=[C:9]([OH:14])[C:8]=1[F:15])=O. The catalyst is C1COCC1. The product is [Cl:1][C:2]1[CH:19]=[CH:18][C:17]([C:20]2[CH:25]=[CH:24][CH:23]=[C:22]([F:26])[CH:21]=2)=[CH:16][C:3]=1[CH2:4][NH:6][C:7]1[C:8]([F:15])=[C:9]([OH:14])[CH:10]=[CH:11][C:12]=1[F:13]. The yield is 0.890. (3) The reactants are [CH3:1][C:2]([CH3:15])([CH3:14])[CH2:3][NH:4][CH2:5][C:6]1[S:10][C:9](B(O)O)=[CH:8][CH:7]=1.Br[C:17]1[CH:18]=[C:19]2[C:23](=[C:24]([C:26]([NH2:28])=[O:27])[CH:25]=1)[NH:22][CH:21]=[C:20]2[CH:29]1[CH2:34][CH2:33][N:32]([S:35]([CH2:38][CH3:39])(=[O:37])=[O:36])[CH2:31][CH2:30]1.C(=O)([O-])[O-].[K+].[K+]. The catalyst is C1C=CC([P]([Pd]([P](C2C=CC=CC=2)(C2C=CC=CC=2)C2C=CC=CC=2)([P](C2C=CC=CC=2)(C2C=CC=CC=2)C2C=CC=CC=2)[P](C2C=CC=CC=2)(C2C=CC=CC=2)C2C=CC=CC=2)(C2C=CC=CC=2)C2C=CC=CC=2)=CC=1. The product is [CH3:1][C:2]([CH3:15])([CH3:14])[CH2:3][NH:4][CH2:5][C:6]1[S:10][C:9]([C:17]2[CH:18]=[C:19]3[C:23](=[C:24]([C:26]([NH2:28])=[O:27])[CH:25]=2)[NH:22][CH:21]=[C:20]3[CH:29]2[CH2:30][CH2:31][N:32]([S:35]([CH2:38][CH3:39])(=[O:36])=[O:37])[CH2:33][CH2:34]2)=[CH:8][CH:7]=1. The yield is 0.210. (4) The reactants are [Cl:1][C:2]1[CH:7]=[CH:6][C:5]([CH:8](C(OC(C)(C)C)=O)[C:9]([C:11]2[CH:12]=[N:13][CH:14]=[CH:15][C:16]=2[C:17]([O:19][CH3:20])=[O:18])=[O:10])=[CH:4][CH:3]=1.FC(F)(F)C(O)=O. The catalyst is ClCCl. The product is [Cl:1][C:2]1[CH:3]=[CH:4][C:5]([CH2:8][C:9]([C:11]2[CH:12]=[N:13][CH:14]=[CH:15][C:16]=2[C:17]([O:19][CH3:20])=[O:18])=[O:10])=[CH:6][CH:7]=1. The yield is 0.730. (5) The reactants are [CH:1]1([N:4]2[C:8]3[C:9]([O:22][C@@H:23]([C@H:25]4[CH2:29][NH:28][C:27](=[O:30])[CH2:26]4)[CH3:24])=[CH:10][C:11](B4OC(C)(C)C(C)(C)O4)=[CH:12][C:7]=3[N:6]=[CH:5]2)[CH2:3][CH2:2]1.[C:31]([N:35]1[CH:39]=[CH:38][C:37](I)=[N:36]1)([CH3:34])([CH3:33])[CH3:32].C([O-])([O-])=O.[Na+].[Na+].N#N. The catalyst is C1C=CC([P]([Pd]([P](C2C=CC=CC=2)(C2C=CC=CC=2)C2C=CC=CC=2)([P](C2C=CC=CC=2)(C2C=CC=CC=2)C2C=CC=CC=2)[P](C2C=CC=CC=2)(C2C=CC=CC=2)C2C=CC=CC=2)(C2C=CC=CC=2)C2C=CC=CC=2)=CC=1.C(Cl)Cl.COCCOC. The product is [C:31]([N:35]1[CH:39]=[CH:38][C:37]([C:11]2[CH:10]=[C:9]([O:22][C@@H:23]([C@H:25]3[CH2:29][NH:28][C:27](=[O:30])[CH2:26]3)[CH3:24])[C:8]3[N:4]([CH:1]4[CH2:3][CH2:2]4)[CH:5]=[N:6][C:7]=3[CH:12]=2)=[N:36]1)([CH3:34])([CH3:33])[CH3:32]. The yield is 0.602. (6) The reactants are [NH2:1][CH2:2][C@H:3]([F:6])[CH2:4][OH:5].C(=O)([O-])[O-].[K+].[K+].[C:13](O[C:13]([O:15][C:16]([CH3:19])([CH3:18])[CH3:17])=[O:14])([O:15][C:16]([CH3:19])([CH3:18])[CH3:17])=[O:14]. The catalyst is O1CCOCC1. The product is [F:6][C@H:3]([CH2:4][OH:5])[CH2:2][NH:1][C:13](=[O:14])[O:15][C:16]([CH3:19])([CH3:18])[CH3:17]. The yield is 0.990. (7) The reactants are [C@H:1]1([NH:10][C:11]2[CH:20]=[CH:19][C:18]3[C:13](=[CH:14][CH:15]=[C:16]([NH2:21])[CH:17]=3)[N:12]=2)[C:9]2[C:4](=[CH:5][CH:6]=[CH:7][CH:8]=2)[CH2:3][CH2:2]1.C(N(CC)CC)C.ClC(Cl)(O[C:33](=[O:39])OC(Cl)(Cl)Cl)Cl.[CH3:41][N:42]1[CH2:47][CH2:46][NH:45][CH2:44][CH2:43]1. The catalyst is O1CCCC1. The product is [C@H:1]1([NH:10][C:11]2[CH:20]=[CH:19][C:18]3[C:13](=[CH:14][CH:15]=[C:16]([NH:21][C:33]([N:45]4[CH2:46][CH2:47][N:42]([CH3:41])[CH2:43][CH2:44]4)=[O:39])[CH:17]=3)[N:12]=2)[C:9]2[C:4](=[CH:5][CH:6]=[CH:7][CH:8]=2)[CH2:3][CH2:2]1. The yield is 0.520. (8) The reactants are [F:1][C:2]1[CH:3]=[C:4]([C:12]2[C:13]([CH3:50])([CH3:49])[C@H:14]3[C@:27]([CH3:30])([CH2:28][CH:29]=2)[C@@H:26]2[C@:17]([CH3:48])([C@@:18]4([CH3:47])[C@H:23]([CH2:24][CH2:25]2)[C@H:22]2[C@H:31]([C:34]([CH3:36])=[CH2:35])[CH2:32][CH2:33][C@:21]2([C:37]([O:39]CC2C=CC=CC=2)=[O:38])[CH2:20][CH2:19]4)[CH2:16][CH2:15]3)[CH:5]=[CH:6][C:7]=1[C:8]([O:10][CH3:11])=[O:9].C([SiH](C)C)(C)(C)C.CCCC[N+](CCCC)(CCCC)CCCC.[F-]. The catalyst is ClCCCl.O1CCOCC1.Cl.C([O-])(=O)C.[Pd+2].C([O-])(=O)C. The product is [F:1][C:2]1[CH:3]=[C:4]([C:12]2[C:13]([CH3:50])([CH3:49])[C@H:14]3[C@:27]([CH3:30])([CH2:28][CH:29]=2)[C@@H:26]2[C@:17]([CH3:48])([C@@:18]4([CH3:47])[C@H:23]([CH2:24][CH2:25]2)[C@H:22]2[C@H:31]([C:34]([CH3:36])=[CH2:35])[CH2:32][CH2:33][C@:21]2([C:37]([OH:39])=[O:38])[CH2:20][CH2:19]4)[CH2:16][CH2:15]3)[CH:5]=[CH:6][C:7]=1[C:8]([O:10][CH3:11])=[O:9]. The yield is 0.950. (9) The reactants are [N+:1]([C:4]1[N:9]=[CH:8][C:7](N2CCN(C(OC(C)(C)C)=O)CC2)=[CH:6][CH:5]=1)([O-:3])=[O:2].[C:23]([O:27][C:28]([N:30]1[CH2:35][C@H:34]([CH3:36])[NH:33][CH2:32][C@H:31]1[CH3:37])=[O:29])([CH3:26])([CH3:25])[CH3:24].BrC1C=CC([N+]([O-])=O)=NC=1. No catalyst specified. The product is [CH3:37][C@@H:31]1[CH2:32][N:33]([C:7]2[CH:8]=[N:9][C:4]([N+:1]([O-:3])=[O:2])=[CH:5][CH:6]=2)[C@@H:34]([CH3:36])[CH2:35][N:30]1[C:28]([O:27][C:23]([CH3:26])([CH3:24])[CH3:25])=[O:29]. The yield is 0.750. (10) The yield is 0.893. The product is [F:1][C:2]1[C:7]([F:8])=[CH:6][C:5]([C:15]2[CH:20]=[CH:19][C:18]([OH:21])=[CH:17][CH:16]=2)=[C:4]([O:12][CH3:13])[CH:3]=1. The catalyst is CN(C=O)C.C(OCC)(=O)C.O.[Pd].C1(P(C2C=CC=CC=2)C2C=CC=CC=2)C=CC=CC=1.C1(P(C2C=CC=CC=2)C2C=CC=CC=2)C=CC=CC=1.C1(P(C2C=CC=CC=2)C2C=CC=CC=2)C=CC=CC=1.C1(P(C2C=CC=CC=2)C2C=CC=CC=2)C=CC=CC=1. The reactants are [F:1][C:2]1[C:7]([F:8])=[CH:6][C:5](B(O)O)=[C:4]([O:12][CH3:13])[CH:3]=1.I[C:15]1[CH:20]=[CH:19][C:18]([OH:21])=[CH:17][CH:16]=1.C(=O)([O-])[O-].[K+].[K+].